From a dataset of NCI-60 drug combinations with 297,098 pairs across 59 cell lines. Regression. Given two drug SMILES strings and cell line genomic features, predict the synergy score measuring deviation from expected non-interaction effect. (1) Drug 1: C1=NC2=C(N=C(N=C2N1C3C(C(C(O3)CO)O)O)F)N. Drug 2: COC1=C2C(=CC3=C1OC=C3)C=CC(=O)O2. Cell line: SW-620. Synergy scores: CSS=-2.41, Synergy_ZIP=1.60, Synergy_Bliss=-0.486, Synergy_Loewe=-3.48, Synergy_HSA=-3.00. (2) Drug 1: C1=CN(C=N1)CC(O)(P(=O)(O)O)P(=O)(O)O. Drug 2: C1=NNC2=C1C(=O)NC=N2. Cell line: SK-OV-3. Synergy scores: CSS=-0.253, Synergy_ZIP=0.0337, Synergy_Bliss=0.0909, Synergy_Loewe=-4.95, Synergy_HSA=-2.78. (3) Drug 1: C1=CC(=CC=C1CCC2=CNC3=C2C(=O)NC(=N3)N)C(=O)NC(CCC(=O)O)C(=O)O. Drug 2: CN1C(=O)N2C=NC(=C2N=N1)C(=O)N. Cell line: TK-10. Synergy scores: CSS=47.6, Synergy_ZIP=6.59, Synergy_Bliss=4.97, Synergy_Loewe=-25.7, Synergy_HSA=3.09. (4) Drug 1: C1=CC(=C2C(=C1NCCNCCO)C(=O)C3=C(C=CC(=C3C2=O)O)O)NCCNCCO. Drug 2: C(=O)(N)NO. Cell line: NCIH23. Synergy scores: CSS=60.4, Synergy_ZIP=4.54, Synergy_Bliss=4.47, Synergy_Loewe=-59.9, Synergy_HSA=5.08. (5) Cell line: SNB-19. Drug 2: CN1C2=C(C=C(C=C2)N(CCCl)CCCl)N=C1CCCC(=O)O.Cl. Drug 1: CCCCC(=O)OCC(=O)C1(CC(C2=C(C1)C(=C3C(=C2O)C(=O)C4=C(C3=O)C=CC=C4OC)O)OC5CC(C(C(O5)C)O)NC(=O)C(F)(F)F)O. Synergy scores: CSS=-4.84, Synergy_ZIP=3.36, Synergy_Bliss=2.27, Synergy_Loewe=-2.51, Synergy_HSA=-3.82.